Dataset: Full USPTO retrosynthesis dataset with 1.9M reactions from patents (1976-2016). Task: Predict the reactants needed to synthesize the given product. (1) Given the product [CH:1]1([N:5]2[CH2:11][CH2:10][C:9]3[S:12][C:13]([CH:15]4[CH2:20][CH2:19][N:18]([C:22]5[CH:23]=[C:24]([C:28]#[N:29])[CH:25]=[N:26][CH:27]=5)[CH2:17][CH2:16]4)=[N:14][C:8]=3[CH2:7][CH2:6]2)[CH2:2][CH2:3][CH2:4]1, predict the reactants needed to synthesize it. The reactants are: [CH:1]1([N:5]2[CH2:11][CH2:10][C:9]3[S:12][C:13]([CH:15]4[CH2:20][CH2:19][NH:18][CH2:17][CH2:16]4)=[N:14][C:8]=3[CH2:7][CH2:6]2)[CH2:4][CH2:3][CH2:2]1.Br[C:22]1[CH:23]=[C:24]([C:28]#[N:29])[CH:25]=[N:26][CH:27]=1.C(=O)([O-])[O-].[Cs+].[Cs+].CC1(C)C2C=CC=C(P(C3C=CC=CC=3)C3C=CC=CC=3)C=2OC2C1=CC=CC=2P(C1C=CC=CC=1)C1C=CC=CC=1. (2) Given the product [S:10]1[C:11]2[CH:17]=[CH:16][CH:15]=[CH:14][C:12]=2[N:13]=[C:9]1[NH:8][C:5]1[CH:6]=[CH:7][C:2]([CH:26]([CH:25]([CH2:28][CH3:29])[CH2:23][CH3:24])[OH:27])=[CH:3][CH:4]=1, predict the reactants needed to synthesize it. The reactants are: Br[C:2]1[CH:7]=[CH:6][C:5]([NH:8][C:9]2[S:10][C:11]3[CH:17]=[CH:16][CH:15]=[CH:14][C:12]=3[N:13]=2)=[CH:4][CH:3]=1.C([Li])CCC.[CH2:23]([CH:25]([CH2:28][CH3:29])[CH:26]=[O:27])[CH3:24].[NH4+].[Cl-].